This data is from Forward reaction prediction with 1.9M reactions from USPTO patents (1976-2016). The task is: Predict the product of the given reaction. (1) Given the reactants [N+:1]([C:4]1[CH:14]=[CH:13][C:7]2[CH2:8][CH2:9][NH:10][CH2:11][CH2:12][C:6]=2[CH:5]=1)([O-:3])=[O:2].[CH3:15][C:16]([CH3:18])=O.C(O)(=O)C.C1(C)C=CC(S(O)(=O)=O)=CC=1.C(O[BH-](OC(=O)C)OC(=O)C)(=O)C.[Na+].C(=O)([O-])O.[Na+], predict the reaction product. The product is: [CH:16]([N:10]1[CH2:11][CH2:12][C:6]2[CH:5]=[C:4]([N+:1]([O-:3])=[O:2])[CH:14]=[CH:13][C:7]=2[CH2:8][CH2:9]1)([CH3:18])[CH3:15]. (2) Given the reactants [C:1]1(P(C2C=CC=CC=2)C2C=CC=CC=2)C=CC=CC=1.N(C(OC(C)C)=O)=NC(OC(C)C)=O.[Cl:34][C:35]1[CH:40]=[CH:39][C:38]([S:41]([NH:44][CH:45]([CH2:49][C:50]2[CH:55]=[CH:54][CH:53]=[CH:52][CH:51]=2)[C:46]([NH2:48])=[O:47])(=[O:43])=[O:42])=[CH:37][CH:36]=1.[CH3:56][O:57][C:58](=[O:66])[C:59]1[CH:64]=[CH:63][C:62](O)=[CH:61][CH:60]=1, predict the reaction product. The product is: [CH3:56][O:57][C:58](=[O:66])[C:59]1[CH:64]=[CH:63][C:62]([CH2:1][N:44]([CH:45]([C:46](=[O:47])[NH2:48])[CH2:49][C:50]2[CH:51]=[CH:52][CH:53]=[CH:54][CH:55]=2)[S:41]([C:38]2[CH:39]=[CH:40][C:35]([Cl:34])=[CH:36][CH:37]=2)(=[O:42])=[O:43])=[CH:61][CH:60]=1. (3) Given the reactants NC1C2N(C([C@H:12]3[CH2:21][N:20]4[C@@H:15]([CH2:16]O[CH2:18][C:19]4=[O:22])[CH2:14][CH2:13]3)=NC=2Br)C=CN=1.[C:23](=[O:25])=[O:24], predict the reaction product. The product is: [O:22]=[C:19]1[N:20]2[C@H:15]([CH2:14][CH2:13][C@H:12]([C:23]([OH:25])=[O:24])[CH2:21]2)[CH2:16][CH2:18]1.